From a dataset of Reaction yield outcomes from USPTO patents with 853,638 reactions. Predict the reaction yield, written as a fraction of the theoretical maximum amount of product (1.0 means a 100% yield; for example, 0.34 means a 34% yield). (1) The product is [CH3:21][N:24]([CH3:23])[C:17]1[CH:18]=[CH:19][C:14]([N:12]([C:10]2[C:9]3[C:4](=[CH:5][CH:6]=[CH:7][CH:8]=3)[N:3]=[C:2]([CH3:1])[N:11]=2)[CH3:13])=[CH:15][CH:16]=1. The reactants are [CH3:1][C:2]1[N:11]=[C:10]([N:12]([C:14]2[CH:19]=[CH:18][C:17](N)=[CH:16][CH:15]=2)[CH3:13])[C:9]2[C:4](=[CH:5][CH:6]=[CH:7][CH:8]=2)[N:3]=1.[CH2:21]=O.[C:23]([BH3-])#[N:24].[Na+]. The catalyst is CC(OCC1C2C(=CC=CC=2)C(COC(C)=O)=C2C=1C=CC=C2)=O. The yield is 0.800. (2) The reactants are [CH:1]([NH:4][C:5]1[CH:12]=[CH:11][C:8]([C:9]#[N:10])=[CH:7][N:6]=1)([CH3:3])[CH3:2].[H-].[Na+].[CH2:15](Br)[CH:16]=[CH2:17]. The catalyst is CN(C=O)C. The product is [CH2:17]([N:4]([CH:1]([CH3:3])[CH3:2])[C:5]1[CH:12]=[CH:11][C:8]([C:9]#[N:10])=[CH:7][N:6]=1)[CH:16]=[CH2:15]. The yield is 0.880. (3) The catalyst is C(O)C.CCOC(C)=O.CCCCCC. The yield is 0.700. The reactants are [CH:1]1[C:13]2[NH:12][C:11]3[C:6](=[CH:7][CH:8]=[CH:9][CH:10]=3)[C:5]=2[CH:4]=[CH:3][CH:2]=1.[I:14]I.OS(O)(=O)=O.[OH-].[Na+]. The product is [I:14][C:3]1[CH:2]=[CH:1][C:13]2[NH:12][C:11]3[C:6]([C:5]=2[CH:4]=1)=[CH:7][CH:8]=[CH:9][CH:10]=3. (4) The yield is 0.420. No catalyst specified. The product is [CH3:22][O:23][C:24]1[CH:29]=[CH:28][C:27]([C:2]2[C:3]([C:16]3[CH:17]=[CH:18][CH:19]=[CH:20][CH:21]=3)=[N:4][C:5]3[C:10]([N:11]=2)=[CH:9][C:8]([C:12]([OH:14])=[O:13])=[CH:7][CH:6]=3)=[CH:26][CH:25]=1. The reactants are Cl[C:2]1[C:3]([C:16]2[CH:21]=[CH:20][CH:19]=[CH:18][CH:17]=2)=[N:4][C:5]2[C:10]([N:11]=1)=[CH:9][C:8]([C:12]([O:14]C)=[O:13])=[CH:7][CH:6]=2.[CH3:22][O:23][C:24]1[CH:29]=[CH:28][C:27](B(O)O)=[CH:26][CH:25]=1. (5) The reactants are O.[OH-].[Li+].[CH3:4][O:5][C:6]1[CH:11]=[CH:10][C:9]([C:12]2[N:17]=[C:16]([C:18]([O:20]C)=[O:19])[CH:15]=[CH:14][CH:13]=2)=[C:8]([CH3:22])[C:7]=1[CH:23]1[C:36]2[C:35](=[O:37])[CH2:34][C:33]([CH3:39])([CH3:38])[CH2:32][C:31]=2[O:30][C:29]2[CH2:28][C:27]([CH3:41])([CH3:40])[CH2:26][C:25](=[O:42])[C:24]1=2. The product is [CH3:4][O:5][C:6]1[CH:11]=[CH:10][C:9]([C:12]2[N:17]=[C:16]([C:18]([OH:20])=[O:19])[CH:15]=[CH:14][CH:13]=2)=[C:8]([CH3:22])[C:7]=1[CH:23]1[C:24]2[C:25](=[O:42])[CH2:26][C:27]([CH3:40])([CH3:41])[CH2:28][C:29]=2[O:30][C:31]2[CH2:32][C:33]([CH3:39])([CH3:38])[CH2:34][C:35](=[O:37])[C:36]1=2. The catalyst is O.C1COCC1. The yield is 0.730. (6) The reactants are [Cl:1][C:2]1[CH:7]=[CH:6][CH:5]=[CH:4][C:3]=1[CH2:8][N:9]1[CH:13]=[C:12]([C:14]2[CH:19]=[C:18]([C:20]3[N:21]=[N:22][NH:23][N:24]=3)[CH:17]=[CH:16][N:15]=2)[N:11]=[CH:10]1.[C:25]([O:31][CH2:32]CCl)(=[O:30])[C:26]([CH3:29])([CH3:28])[CH3:27].C(=O)([O-])[O-].[K+].[K+]. The catalyst is CN(C=O)C. The product is [C:25]([O:31][CH2:32][N:22]1[N:23]=[N:24][C:20]([C:18]2[CH:17]=[CH:16][N:15]=[C:14]([C:12]3[N:11]=[CH:10][N:9]([CH2:8][C:3]4[CH:4]=[CH:5][CH:6]=[CH:7][C:2]=4[Cl:1])[CH:13]=3)[CH:19]=2)=[N:21]1)(=[O:30])[C:26]([CH3:29])([CH3:28])[CH3:27]. The yield is 0.150.